The task is: Predict the reactants needed to synthesize the given product.. This data is from Full USPTO retrosynthesis dataset with 1.9M reactions from patents (1976-2016). Given the product [CH:1]1([O:9][C:14]([NH:13][C:16]2[CH:17]=[CH:34][C:33]([CH:36]([OH:42])[C:37]([O:39][CH2:40][CH3:41])=[O:38])=[CH:32][CH:18]=2)=[O:19])[CH2:8][CH2:7][CH2:6][CH2:5][CH2:4][CH:3]=[CH:2]1, predict the reactants needed to synthesize it. The reactants are: [CH:1]1([OH:9])[CH2:8][CH2:7][CH2:6][CH2:5][CH2:4][CH:3]=[CH:2]1.C([N:13]([CH:16]([CH3:18])[CH3:17])[CH2:14]C)(C)C.[OH:19]N1C2C=CC=CC=2N=N1.NC1C=[CH:34][C:33]([CH:36]([OH:42])[C:37]([O:39][CH2:40][CH3:41])=[O:38])=[CH:32]C=1.